The task is: Predict which catalyst facilitates the given reaction.. This data is from Catalyst prediction with 721,799 reactions and 888 catalyst types from USPTO. (1) Reactant: O[C:2]1[C:11]2[C:6](=[CH:7][C:8]([O:12][CH3:13])=[CH:9][CH:10]=2)[N:5]=[CH:4][CH:3]=1.P(Br)(Br)([Br:16])=O.C(=O)([O-])[O-].[K+].[K+]. Product: [Br:16][C:2]1[C:11]2[C:6](=[CH:7][C:8]([O:12][CH3:13])=[CH:9][CH:10]=2)[N:5]=[CH:4][CH:3]=1. The catalyst class is: 25. (2) Reactant: [C:1]([C:3]1[CH:4]=[C:5]2[C:10](=[CH:11][C:12]=1[O:13][CH2:14][CH2:15][O:16][CH3:17])[N:9]=[CH:8][CH:7]=[C:6]2[O:18][C:19]1[CH:24]=[CH:23][C:22]([NH:25][C:26](=O)[O:27]C2C=CC=CC=2)=[C:21]([F:35])[CH:20]=1)#[N:2].[NH2:36][C:37]1[S:38][CH:39]=[CH:40][N:41]=1.C(N(CC)CC)C.O. Product: [C:1]([C:3]1[CH:4]=[C:5]2[C:10](=[CH:11][C:12]=1[O:13][CH2:14][CH2:15][O:16][CH3:17])[N:9]=[CH:8][CH:7]=[C:6]2[O:18][C:19]1[CH:24]=[CH:23][C:22]([NH:25][C:26]([NH:36][C:37]2[S:38][CH:39]=[CH:40][N:41]=2)=[O:27])=[C:21]([F:35])[CH:20]=1)#[N:2]. The catalyst class is: 9. (3) Reactant: [CH3:1][C@H:2]1[C:9]([S:10][C@@H:11]2[CH2:15][NH:14][C@H:13]([C:16]([N:18]([CH3:20])[CH3:19])=[O:17])[CH2:12]2)=[C:8]([C:21]([OH:23])=[O:22])[N:7]2[C@H:3]1[C@@H:4]([C@H:24]([OH:26])[CH3:25])[C:5]2=[O:6].O.O.O. Product: [CH3:1][C@H:2]1[C:9]([S:10][C@@H:11]2[CH2:15][NH:14][C@H:13]([C:16]([N:18]([CH3:19])[CH3:20])=[O:17])[CH2:12]2)=[C:8]([C:21]([OH:23])=[O:22])[N:7]2[C@H:3]1[C@@H:4]([C@H:24]([OH:26])[CH3:25])[C:5]2=[O:6]. The catalyst class is: 5. (4) Reactant: [CH2:1]([S:9]([CH2:12][C:13]([O:15]C)=O)(=[O:11])=[O:10])[CH2:2][CH2:3][CH2:4][CH2:5][CH2:6][CH2:7][CH3:8].[OH-].[NH4+:18]. Product: [CH2:1]([S:9]([CH2:12][C:13]([NH2:18])=[O:15])(=[O:11])=[O:10])[CH2:2][CH2:3][CH2:4][CH2:5][CH2:6][CH2:7][CH3:8]. The catalyst class is: 5. (5) Reactant: [CH:1]([N:4]1[C:8](=[O:9])[CH:7]([CH2:10][C:11]([OH:13])=O)[S:6][CH:5]1[C:14]1[CH:19]=[CH:18][CH:17]=[CH:16][CH:15]=1)([CH3:3])[CH3:2].[NH:20]1[CH2:25][CH2:24][CH:23]([N:26]2[C:30]3[CH:31]=[CH:32][CH:33]=[CH:34][C:29]=3[NH:28][C:27]2=[O:35])[CH2:22][CH2:21]1.[CH3:36]CN(C(C)C)C(C)C.CN(C(ON1N=NC2C=CC=NC1=2)=[N+](C)C)C.F[P-](F)(F)(F)(F)F. The catalyst class is: 726. Product: [CH:1]([N:4]1[C:8](=[O:9])[CH:7]([CH2:10][C:11]([N:20]2[CH2:25][CH2:24][CH:23]([N:26]3[CH2:36][C:30]4[C:29](=[CH:34][CH:33]=[CH:32][CH:31]=4)[NH:28][C:27]3=[O:35])[CH2:22][CH2:21]2)=[O:13])[S:6][CH:5]1[C:14]1[CH:19]=[CH:18][CH:17]=[CH:16][CH:15]=1)([CH3:2])[CH3:3]. (6) Reactant: [Br:1][C:2]1[CH:10]=[C:9]([F:11])[CH:8]=[C:7]2[C:3]=1[CH:4]=[C:5]([C:12]([O:14][CH3:15])=[O:13])[NH:6]2.[H-].[Na+].Br[CH2:19][CH2:20][CH2:21][C:22]([O:24][CH2:25][CH3:26])=[O:23].[NH4+].[Cl-]. Product: [Br:1][C:2]1[CH:10]=[C:9]([F:11])[CH:8]=[C:7]2[C:3]=1[CH:4]=[C:5]([C:12]([O:14][CH3:15])=[O:13])[N:6]2[CH2:19][CH2:20][CH2:21][C:22]([O:24][CH2:25][CH3:26])=[O:23]. The catalyst class is: 589.